This data is from Reaction yield outcomes from USPTO patents with 853,638 reactions. The task is: Predict the reaction yield, written as a fraction of the theoretical maximum amount of product (1.0 means a 100% yield; for example, 0.34 means a 34% yield). (1) The reactants are Br[C:2]1[C:3]([F:19])=[CH:4][C:5]2[O:11][CH2:10][CH2:9][N:8]3[CH:12]=[C:13]([C:15]([NH2:17])=[O:16])[N:14]=[C:7]3[C:6]=2[CH:18]=1.[C:20]([C:22]1([OH:26])[CH2:25][O:24][CH2:23]1)#[CH:21]. No catalyst specified. The product is [F:19][C:3]1[C:2]([C:21]#[C:20][C:22]2([OH:26])[CH2:25][O:24][CH2:23]2)=[CH:18][C:6]2[C:7]3[N:8]([CH:12]=[C:13]([C:15]([NH2:17])=[O:16])[N:14]=3)[CH2:9][CH2:10][O:11][C:5]=2[CH:4]=1. The yield is 0.830. (2) The reactants are [Br:1][C:2]1[C:3]([N:19]2[CH2:24][CH2:23][CH2:22][C@@H:21]([NH:25]C(=O)OC(C)(C)C)[CH2:20]2)=[C:4]2[C:10]([NH:11][C:12]([CH:14]3[CH2:18][CH2:17][CH2:16][CH2:15]3)=[O:13])=[CH:9][NH:8][C:5]2=[N:6][CH:7]=1.[ClH:33]. The catalyst is C(O)(C(F)(F)F)=O.C(Cl)Cl.CCOCC. The product is [ClH:33].[NH2:25][C@@H:21]1[CH2:22][CH2:23][CH2:24][N:19]([C:3]2[C:2]([Br:1])=[CH:7][N:6]=[C:5]3[NH:8][CH:9]=[C:10]([NH:11][C:12]([CH:14]4[CH2:15][CH2:16][CH2:17][CH2:18]4)=[O:13])[C:4]=23)[CH2:20]1. The yield is 0.620. (3) The reactants are [NH2:1][C:2]1[CH:7]=[C:6]([Cl:8])[C:5]([Cl:9])=[CH:4][C:3]=1[OH:10].[CH2:11]([O:13][C:14](=[O:17])[CH:15]=O)[CH3:12].CC(O)=O.[BH-](OC(C)=O)(OC(C)=O)OC(C)=O.[Na+]. The catalyst is C(Cl)Cl. The product is [Cl:9][C:5]1[C:6]([Cl:8])=[CH:7][C:2]([NH:1][CH2:15][C:14]([O:13][CH2:11][CH3:12])=[O:17])=[C:3]([OH:10])[CH:4]=1. The yield is 0.810. (4) The reactants are C(N(CC)CC)C.[F:8][C:9]1[CH:10]=[CH:11][CH:12]=[C:13]2[C:18]=1[N:17]=[C:16]([C:19]([F:22])([F:21])[F:20])[CH:15]=[C:14]2[NH2:23].Cl[C:25](Cl)([O:27][C:28](=[O:34])OC(Cl)(Cl)Cl)Cl.[CH3:36][O:37][C:38]1[CH:39]=[C:40]([C@@:46]23[CH2:54][CH2:53][C@@H:52]([NH2:55])[CH2:51][C@@H:50]2[N:49]([CH3:56])[CH2:48][CH2:47]3)[CH:41]=[CH:42][C:43]=1[O:44][CH3:45]. The catalyst is C(Cl)Cl. The product is [F:20][C:19]([F:22])([F:21])[C:28]([OH:27])=[O:34].[CH3:36][O:37][C:38]1[CH:39]=[C:40]([C@@:46]23[CH2:54][CH2:53][C@@H:52]([NH:55][C:25]([NH:23][C:14]4[C:13]5[C:18](=[C:9]([F:8])[CH:10]=[CH:11][CH:12]=5)[N:17]=[C:16]([C:19]([F:20])([F:21])[F:22])[CH:15]=4)=[O:27])[CH2:51][C@@H:50]2[N:49]([CH3:56])[CH2:48][CH2:47]3)[CH:41]=[CH:42][C:43]=1[O:44][CH3:45]. The yield is 0.320. (5) The catalyst is C1COCC1.C(Cl)Cl. The product is [C:30]([O:29][C:27]([NH:26][C@H:22]([C:23]([NH:46][CH:47]1[N:53]=[C:52]([C:54]2[CH:55]=[CH:56][CH:57]=[CH:58][CH:59]=2)[C:51]2[CH:60]=[CH:61][CH:62]=[CH:63][C:50]=2[N:49]([CH2:64][CH2:65][CH2:66][C:67]([F:69])([F:68])[F:70])[C:48]1=[O:71])=[O:25])[CH3:21])=[O:28])([CH3:33])([CH3:32])[CH3:31]. The reactants are C1C=CC2N(O)N=NC=2C=1.O.C(N(CC)C(C)C)(C)C.[CH3:21][C@H:22]([NH:26][C:27]([O:29][C:30]([CH3:33])([CH3:32])[CH3:31])=[O:28])[C:23]([OH:25])=O.Cl.CN(C)CCCN=C=NCC.[NH2:46][CH:47]1[N:53]=[C:52]([C:54]2[CH:59]=[CH:58][CH:57]=[CH:56][CH:55]=2)[C:51]2[CH:60]=[CH:61][CH:62]=[CH:63][C:50]=2[N:49]([CH2:64][CH2:65][CH2:66][C:67]([F:70])([F:69])[F:68])[C:48]1=[O:71]. The yield is 0.830. (6) The reactants are [OH:1][C:2]1[CH:7]=[CH:6][C:5]([CH:8]([C:15]2[CH:20]=[CH:19][CH:18]=[CH:17][CH:16]=2)[CH2:9][C:10]([O:12][CH2:13][CH3:14])=[O:11])=[CH:4][CH:3]=1.[CH3:21][O:22]/[N:23]=[C:24](/[C:35]1[CH:40]=[CH:39][CH:38]=[CH:37][CH:36]=1)\[CH2:25][O:26][C:27]1[CH:32]=[CH:31][C:30]([CH2:33]O)=[CH:29][CH:28]=1.C1(P(C2C=CC=CC=2)C2C=CC=CC=2)C=CC=CC=1.CC(OC(/N=N/C(OC(C)C)=O)=O)C. The catalyst is C1COCC1.C(OCC)(=O)C. The product is [CH3:21][O:22]/[N:23]=[C:24](/[C:35]1[CH:40]=[CH:39][CH:38]=[CH:37][CH:36]=1)\[CH2:25][O:26][C:27]1[CH:32]=[CH:31][C:30]([CH2:33][O:1][C:2]2[CH:3]=[CH:4][C:5]([CH:8]([C:15]3[CH:16]=[CH:17][CH:18]=[CH:19][CH:20]=3)[CH2:9][C:10]([O:12][CH2:13][CH3:14])=[O:11])=[CH:6][CH:7]=2)=[CH:29][CH:28]=1. The yield is 0.522. (7) The reactants are N1C=CC=CC=1.[CH2:7]([O:9][CH:10]([O:13][CH2:14][CH3:15])[CH2:11][OH:12])[CH3:8].[C:16](Cl)(=[O:23])[C:17]1[CH:22]=[CH:21][CH:20]=[CH:19][CH:18]=1.CO. The catalyst is C(OCC)(=O)C.O. The product is [C:16]([O:12][CH2:11][CH:10]([O:13][CH2:14][CH3:15])[O:9][CH2:7][CH3:8])(=[O:23])[C:17]1[CH:22]=[CH:21][CH:20]=[CH:19][CH:18]=1. The yield is 0.964.